This data is from Reaction yield outcomes from USPTO patents with 853,638 reactions. The task is: Predict the reaction yield, written as a fraction of the theoretical maximum amount of product (1.0 means a 100% yield; for example, 0.34 means a 34% yield). The reactants are [C:1](Cl)(=[O:19])[CH2:2][CH2:3][CH2:4][CH2:5][CH2:6][CH2:7][CH2:8]/[CH:9]=[CH:10]\[CH2:11][CH2:12][CH2:13][CH2:14][CH2:15][CH2:16][CH2:17][CH3:18].[C:21]([OH:44])(=O)[CH2:22][CH2:23][CH2:24][CH2:25][CH2:26][CH2:27][CH2:28][CH2:29][CH2:30][CH2:31][CH2:32]/[CH:33]=[CH:34]\[CH2:35][CH2:36][CH2:37][CH2:38][CH2:39][CH2:40][CH2:41][CH3:42]. The catalyst is C(OCC)(=O)C.CCCCCC. The product is [CH2:21]([O:44][C:1](=[O:19])[CH2:2][CH2:3][CH2:4][CH2:5][CH2:6][CH2:7][CH2:8][CH:9]=[CH:10][CH2:11][CH2:12][CH2:13][CH2:14][CH2:15][CH2:16][CH2:17][CH3:18])[CH2:22][CH2:23][CH2:24][CH2:25][CH2:26][CH2:27][CH2:28][CH2:29][CH2:30][CH2:31][CH2:32][CH:33]=[CH:34][CH2:35][CH2:36][CH2:37][CH2:38][CH2:39][CH2:40][CH2:41][CH3:42]. The yield is 0.945.